This data is from Reaction yield outcomes from USPTO patents with 853,638 reactions. The task is: Predict the reaction yield, written as a fraction of the theoretical maximum amount of product (1.0 means a 100% yield; for example, 0.34 means a 34% yield). (1) The reactants are [CH3:1][O:2][C:3](=[O:20])[C:4]1[CH:9]=[CH:8][C:7]([N+:10]([O-])=O)=[C:6]([O:13][CH2:14][CH2:15][CH2:16][N:17]([CH3:19])[CH3:18])[CH:5]=1. The catalyst is CO.[Cl-].[NH4+].C(OCC)(=O)C.[Zn]. The product is [CH3:1][O:2][C:3](=[O:20])[C:4]1[CH:9]=[CH:8][C:7]([NH2:10])=[C:6]([O:13][CH2:14][CH2:15][CH2:16][N:17]([CH3:18])[CH3:19])[CH:5]=1. The yield is 0.880. (2) The reactants are Cl[C:2]1[CH:3]=[CH:4][C:5](=[O:8])[NH:6][N:7]=1.[NH:9]1[CH2:14][CH2:13][CH:12]([OH:15])[CH2:11][CH2:10]1. The catalyst is CCN(C(C)C)C(C)C. The product is [OH:15][CH:12]1[CH2:13][CH2:14][N:9]([C:2]2[CH:3]=[CH:4][C:5](=[O:8])[NH:6][N:7]=2)[CH2:10][CH2:11]1. The yield is 1.00. (3) The reactants are [Cl:1][C:2]1[C:3]([C:24]2[N:28]3[CH:29]=[CH:30][CH:31]=[CH:32][C:27]3=[N:26][CH:25]=2)=[N:4][C:5]([NH:8][C:9]2[CH:14]=[CH:13][C:12]([O:15][CH:16]3[CH2:21][CH2:20][NH:19][CH2:18][CH2:17]3)=[CH:11][C:10]=2[O:22][CH3:23])=[N:6][CH:7]=1.[C:33](OC(=O)C)(=[O:35])[CH3:34]. The catalyst is ClCCl. The product is [Cl:1][C:2]1[C:3]([C:24]2[N:28]3[CH:29]=[CH:30][CH:31]=[CH:32][C:27]3=[N:26][CH:25]=2)=[N:4][C:5]([NH:8][C:9]2[CH:14]=[CH:13][C:12]([O:15][CH:16]3[CH2:21][CH2:20][N:19]([C:33](=[O:35])[CH3:34])[CH2:18][CH2:17]3)=[CH:11][C:10]=2[O:22][CH3:23])=[N:6][CH:7]=1. The yield is 0.680.